Dataset: Full USPTO retrosynthesis dataset with 1.9M reactions from patents (1976-2016). Task: Predict the reactants needed to synthesize the given product. Given the product [N:40]1[N:41]([C:20]2[CH:19]=[CH:21][CH:51]=[CH:50][C:49]=2[C:53]([N:11]2[CH2:12][CH2:13][CH2:14][C@@H:9]([NH:8][C:5]3[CH:4]=[CH:3][C:2]([Br:1])=[CH:7][N:6]=3)[C@@H:10]2[CH3:15])=[O:52])[N:33]=[CH:34][CH:35]=1, predict the reactants needed to synthesize it. The reactants are: [Br:1][C:2]1[CH:3]=[CH:4][C:5]([NH:8][C@@H:9]2[CH2:14][CH2:13][CH2:12][NH:11][C@H:10]2[CH3:15])=[N:6][CH:7]=1.CCN(C(C)C)[CH:19]([CH3:21])[CH3:20].CN(C(O[N:33]1[N:41]=[N:40][C:35]2C=CC=N[C:34]1=2)=[N+](C)C)C.F[P-](F)(F)(F)(F)F.[CH2:49]1[CH2:53][O:52][CH2:51][CH2:50]1.